Dataset: Reaction yield outcomes from USPTO patents with 853,638 reactions. Task: Predict the reaction yield, written as a fraction of the theoretical maximum amount of product (1.0 means a 100% yield; for example, 0.34 means a 34% yield). (1) The reactants are [OH-].[Na+].[F:3][C:4]1[C:13]([N:14](S(CCC)(=O)=O)[S:15]([CH2:18][CH2:19][CH3:20])(=[O:17])=[O:16])=[CH:12][CH:11]=[C:10]([F:27])[C:5]=1[C:6]([O:8]C)=[O:7]. The catalyst is C1COCC1.CO. The product is [F:3][C:4]1[C:13]([NH:14][S:15]([CH2:18][CH2:19][CH3:20])(=[O:16])=[O:17])=[CH:12][CH:11]=[C:10]([F:27])[C:5]=1[C:6]([OH:8])=[O:7]. The yield is 0.770. (2) The yield is 0.412. The product is [Br:14][C:15]1[CH:16]=[CH:17][C:18]([NH:21][NH:22][C:9](=[O:11])[CH:8]([C:5]2[N:6]=[N:7][C:2]([Cl:1])=[CH:3][CH:4]=2)[CH3:12])=[N:19][CH:20]=1. The catalyst is CN(C=O)C.O. The reactants are [Cl:1][C:2]1[N:7]=[N:6][C:5]([CH:8]([CH3:12])[C:9]([O-:11])=O)=[CH:4][CH:3]=1.[Li+].[Br:14][C:15]1[CH:16]=[CH:17][C:18]([NH:21][NH2:22])=[N:19][CH:20]=1.N1(O)C2C=CC=CC=2N=N1.Cl.C(N=C=NCCCN(C)C)C.